This data is from Drug-target binding data from BindingDB using IC50 measurements. The task is: Regression. Given a target protein amino acid sequence and a drug SMILES string, predict the binding affinity score between them. We predict pIC50 (pIC50 = -log10(IC50 in M); higher means more potent). Dataset: bindingdb_ic50. (1) The compound is CCOc1ccccc1/C=C/C(=O)N[C@@H](C)c1nc2scc(C)c2c(=O)o1. The target protein (P89449) has sequence MASAEMRERLEAPLPDRAVPIYVAGFLALYDSGDPGELALDPDTVRAALPPENPLPINVDHRARCEVGRVLAVVNDPRGPFFVGLIACVQLERVLETAASAAIFERRGPALSREERLLYLITNYLPSVSLSTKRRGDEVPPDRTLFAHVALCAIGRRLGTIVTYDTSLDAAIAPFRHLDPATREGVRREAAEAELALAGRTWAPGVEALTHTLLSTAVNNMMLRDRWSLVAERRRQAGIAGHTYLQASEKFKIWGAESAPAPERGYKTGAPGAMDTSPAASVPAPQVAVRARQVASSSSSSSFPAPADMNPVSASGAPAPPPPGDGSYLWIPASHYNQLVTGQSAPRHPPLTACGLPAAGTVAYGHPGAGPSPHYPPPPAHPYPGMLFAGPSPLEAQIAALVGAIAADRQAGGLPAAAGDHGIRGSAKRRRHEVEQPEYDCGRDEPDRDFPYYPGEARPEPRPVDSRRAARQASGPHETITALVGAVTSLQQELAHMRAR.... The pIC50 is 6.2. (2) The compound is CC(C(=O)NO)c1ccccc1S(=O)(=O)c1ccc(-c2ccccc2)cc1. The target protein (P51512) has sequence MILLTFSTGRRLDFVHHSGVFFLQTLLWILCATVCGTEQYFNVEVWLQKYGYLPPTDPRMSVLRSAETMQSALAAMQQFYGINMTGKVDRNTIDWMKKPRCGVPDQTRGSSKFHIRRKRYALTGQKWQHKHITYSIKNVTPKVGDPETRKAIRRAFDVWQNVTPLTFEEVPYSELENGKRDVDITIIFASGFHGDSSPFDGEGGFLAHAYFPGPGIGGDTHFDSDEPWTLGNPNHDGNDLFLVAVHELGHALGLEHSNDPTAIMAPFYQYMETDNFKLPNDDLQGIQKIYGPPDKIPPPTRPLPTVPPHRSIPPADPRKNDRPKPPRPPTGRPSYPGAKPNICDGNFNTLAILRREMFVFKDQWFWRVRNNRVMDGYPMQITYFWRGLPPSIDAVYENSDGNFVFFKGNKYWVFKDTTLQPGYPHDLITLGSGIPPHGIDSAIWWEDVGKTYFFKGDRYWRYSEEMKTMDPGYPKPITVWKGIPESPQGAFVHKENGFTY.... The pIC50 is 6.3. (3) The small molecule is CO[C@@H]1COCC[C@@H]1N[C@@H]1CC[C@@](C(=O)N2CCN(c3cc(C(F)(F)F)ccn3)CC2)(C(C)C)C1. The pIC50 is 8.4. The target protein (P51681) has sequence MDYQVSSPIYDINYYTSEPCQKINVKQIAARLLPPLYSLVFIFGFVGNMLVILILINCKRLKSMTDIYLLNLAISDLFFLLTVPFWAHYAAAQWDFGNTMCQLLTGLYFIGFFSGIFFIILLTIDRYLAVVHAVFALKARTVTFGVVTSVITWVVAVFASLPGIIFTRSQKEGLHYTCSSHFPYSQYQFWKNFQTLKIVILGLVLPLLVMVICYSGILKTLLRCRNEKKRHRAVRLIFTIMIVYFLFWAPYNIVLLLNTFQEFFGLNNCSSSNRLDQAMQVTETLGMTHCCINPIIYAFVGEKFRNYLLVFFQKHIAKRFCKCCSIFQQEAPERASSVYTRSTGEQEISVGL.